From a dataset of NCI-60 drug combinations with 297,098 pairs across 59 cell lines. Regression. Given two drug SMILES strings and cell line genomic features, predict the synergy score measuring deviation from expected non-interaction effect. (1) Cell line: SNB-19. Drug 1: CC1C(C(CC(O1)OC2CC(CC3=C2C(=C4C(=C3O)C(=O)C5=C(C4=O)C(=CC=C5)OC)O)(C(=O)C)O)N)O.Cl. Synergy scores: CSS=29.4, Synergy_ZIP=4.19, Synergy_Bliss=7.79, Synergy_Loewe=-14.4, Synergy_HSA=5.37. Drug 2: CC1=C(C=C(C=C1)C(=O)NC2=CC(=CC(=C2)C(F)(F)F)N3C=C(N=C3)C)NC4=NC=CC(=N4)C5=CN=CC=C5. (2) Cell line: HCT116. Drug 1: CN(C)C(=N)N=C(N)N. Synergy scores: CSS=34.5, Synergy_ZIP=-2.00, Synergy_Bliss=-2.75, Synergy_Loewe=-81.9, Synergy_HSA=-2.20. Drug 2: CC(C)(C#N)C1=CC=C(C=C1)N2C3=C4C=C(C=CC4=NC=C3N(C2=O)C)C5=CC6=CC=CC=C6N=C5. (3) Cell line: SK-MEL-5. Drug 1: CCC1=CC2CC(C3=C(CN(C2)C1)C4=CC=CC=C4N3)(C5=C(C=C6C(=C5)C78CCN9C7C(C=CC9)(C(C(C8N6C)(C(=O)OC)O)OC(=O)C)CC)OC)C(=O)OC.C(C(C(=O)O)O)(C(=O)O)O. Synergy scores: CSS=17.5, Synergy_ZIP=2.00, Synergy_Bliss=4.38, Synergy_Loewe=-10.3, Synergy_HSA=1.47. Drug 2: C1=NC(=NC(=O)N1C2C(C(C(O2)CO)O)O)N. (4) Drug 1: CC1CC2CCC3C(=C)CC(O3)CCC45CC6C(O4)C7C(O6)C(O5)C8C(O7)CCC(O8)CC(=O)CC9C(CC(C1=C)O2)OC(C9OC)CC(CN)O.CS(=O)(=O)O. Drug 2: CC1C(C(CC(O1)OC2CC(CC3=C2C(=C4C(=C3O)C(=O)C5=C(C4=O)C(=CC=C5)OC)O)(C(=O)CO)O)N)O.Cl. Cell line: NCI/ADR-RES. Synergy scores: CSS=7.18, Synergy_ZIP=-4.95, Synergy_Bliss=-3.66, Synergy_Loewe=-2.26, Synergy_HSA=-2.31. (5) Drug 1: CS(=O)(=O)C1=CC(=C(C=C1)C(=O)NC2=CC(=C(C=C2)Cl)C3=CC=CC=N3)Cl. Drug 2: COC1=C(C=C2C(=C1)N=CN=C2NC3=CC(=C(C=C3)F)Cl)OCCCN4CCOCC4. Cell line: CAKI-1. Synergy scores: CSS=44.4, Synergy_ZIP=-2.05, Synergy_Bliss=-3.56, Synergy_Loewe=-30.7, Synergy_HSA=-2.42. (6) Drug 1: C1=NC2=C(N=C(N=C2N1C3C(C(C(O3)CO)O)O)F)N. Drug 2: C1CNP(=O)(OC1)N(CCCl)CCCl. Cell line: SK-MEL-28. Synergy scores: CSS=7.88, Synergy_ZIP=-5.92, Synergy_Bliss=-7.74, Synergy_Loewe=-14.5, Synergy_HSA=-5.54.